From a dataset of Full USPTO retrosynthesis dataset with 1.9M reactions from patents (1976-2016). Predict the reactants needed to synthesize the given product. (1) Given the product [Cl:1][C:2]1[CH:9]=[C:8]([I:10])[CH:7]=[C:4]2[C:3]=1[O:11][CH:14]([C:13]([F:12])([F:22])[F:21])[C:15]([C:16]([O:18][CH2:19][CH3:20])=[O:17])=[CH:5]2, predict the reactants needed to synthesize it. The reactants are: [Cl:1][C:2]1[C:3]([OH:11])=[C:4]([CH:7]=[C:8]([I:10])[CH:9]=1)[CH:5]=O.[F:12][C:13]([F:22])([F:21])/[CH:14]=[CH:15]/[C:16]([O:18][CH2:19][CH3:20])=[O:17].C([O-])([O-])=O.[K+].[K+].O. (2) Given the product [O:13]1[CH2:16][CH2:15][O:1][C:2]2[CH:3]=[C:4]([C:5]([O:7][CH2:8][CH3:9])=[O:6])[CH:10]=[CH:11][C:12]1=2, predict the reactants needed to synthesize it. The reactants are: [OH:1][C:2]1[CH:3]=[C:4]([CH:10]=[CH:11][C:12]=1[OH:13])[C:5]([O:7][CH2:8][CH3:9])=[O:6].Br[CH2:15][CH2:16]Br.C([O-])([O-])=O.[K+].[K+]. (3) Given the product [CH3:21][O:20][C:17]1[CH:18]=[CH:19][C:14]([NH:11][C:12]([NH:10][CH2:9][CH2:8][CH2:7][N:6]2[C:2]([CH3:1])=[CH:3][N:4]=[CH:5]2)=[S:13])=[CH:15][CH:16]=1, predict the reactants needed to synthesize it. The reactants are: [CH3:1][C:2]1[N:6]([CH2:7][CH2:8][CH2:9][NH2:10])[CH:5]=[N:4][CH:3]=1.[N:11]([C:14]1[CH:19]=[CH:18][C:17]([O:20][CH3:21])=[CH:16][CH:15]=1)=[C:12]=[S:13]. (4) Given the product [Cl:31][C:32]1[CH:33]=[C:34]([CH:37]=[CH:38][C:39]=1[F:40])[CH2:35][NH:8][CH2:9][CH2:10][NH:11][C:12]([C:14]1[S:15][CH:16]=[CH:17][C:18]=1[NH:19][C:20]1[CH:25]=[CH:24][N:23]=[C:22]2[NH:26][CH:27]=[CH:28][C:21]=12)=[O:13], predict the reactants needed to synthesize it. The reactants are: COC1C=CC(C[NH:8][CH2:9][CH2:10][NH:11][C:12]([C:14]2[S:15][CH:16]=[CH:17][C:18]=2[NH:19][C:20]2[CH:25]=[CH:24][N:23]=[C:22]3[NH:26][CH:27]=[CH:28][C:21]=23)=[O:13])=CC=1.[Cl:31][C:32]1[CH:33]=[C:34]([CH:37]=[CH:38][C:39]=1[F:40])[CH:35]=O. (5) Given the product [CH2:1]([O:3][C:4]([C:6]1[S:7][CH:8]=[C:9]([C:11]2[CH:16]=[CH:15][CH:14]=[C:13]([C:17](=[O:18])[CH2:26][C:27]([OH:29])=[O:28])[CH:12]=2)[N:10]=1)=[O:5])[CH3:2].[CH2:1]([O:3][C:4]([C:6]1[S:7][CH:21]=[C:22]([C:24]2[CH:32]=[CH:31][CH:30]=[C:26]([C:27]([OH:29])=[O:28])[CH:25]=2)[N:10]=1)=[O:5])[CH3:2], predict the reactants needed to synthesize it. The reactants are: [CH2:1]([O:3][C:4]([C:6]1[S:7][CH:8]=[C:9]([C:11]2[CH:16]=[CH:15][CH:14]=[C:13]([C:17](Cl)=[O:18])[CH:12]=2)[N:10]=1)=[O:5])[CH3:2].Br[CH2:21][C:22]([C:24]1[CH:25]=[C:26]([CH:30]=[CH:31][CH:32]=1)[C:27]([OH:29])=[O:28])=O.C(OCC)(=S)C(N)=O.